From a dataset of Full USPTO retrosynthesis dataset with 1.9M reactions from patents (1976-2016). Predict the reactants needed to synthesize the given product. (1) Given the product [CH3:6][NH:7][C:8]1[C:9]([O:15][C:16]2[CH:21]=[CH:20][CH:19]=[CH:18][C:17]=2[CH3:22])=[N:10][C:11]([CH3:14])=[N:12][CH:13]=1, predict the reactants needed to synthesize it. The reactants are: C(O[C:6](=O)[N:7](C)[C:8]1[C:9]([O:15][C:16]2[CH:21]=[CH:20][CH:19]=[CH:18][C:17]=2[CH3:22])=[N:10][C:11]([CH3:14])=[N:12][CH:13]=1)(C)(C)C.[OH-].[Na+]. (2) Given the product [CH:13]1([O:12][C:9]2[CH:10]=[C:11]3[C:6](=[CH:7][CH:8]=2)[N:5]=[CH:4][N:3]=[C:2]3[NH:28][C:20]2[S:21][C:22]3[C:27]([N:19]=2)=[CH:26][CH:25]=[CH:24][N:23]=3)[CH2:17][CH2:16][CH2:15][CH2:14]1, predict the reactants needed to synthesize it. The reactants are: Cl[C:2]1[C:11]2[C:6](=[CH:7][CH:8]=[C:9]([OH:12])[CH:10]=2)[N:5]=[CH:4][N:3]=1.[CH:13]1(O)[CH2:17][CH2:16][CH2:15][CH2:14]1.[N:19]1[C:27]2[C:22](=[N:23][CH:24]=[CH:25][CH:26]=2)[S:21][C:20]=1[NH2:28]. (3) Given the product [Cl:1][C:2]1[CH:3]=[CH:4][C:5]([CH2:8][O:9][CH2:22][C:23]([F:26])([F:25])[F:24])=[CH:6][N:7]=1, predict the reactants needed to synthesize it. The reactants are: [Cl:1][C:2]1[N:7]=[CH:6][C:5]([CH2:8][OH:9])=[CH:4][CH:3]=1.CC(C)([O-])C.[K+].FC(F)(F)S(O[CH2:22][C:23]([F:26])([F:25])[F:24])(=O)=O.CCOC(C)=O. (4) Given the product [Cl:1][C:2]1[CH:11]=[C:10]2[C:5]([NH:6][CH2:7][CH2:8][N:9]2[CH:12]2[CH2:13][CH2:14]2)=[CH:4][C:3]=1[F:17], predict the reactants needed to synthesize it. The reactants are: [Cl:1][C:2]1[CH:11]=[C:10]2[C:5]([NH:6][C:7](=O)[C:8](=O)[N:9]2[CH:12]2[CH2:14][CH2:13]2)=[CH:4][C:3]=1[F:17].C(=O)(O)[O-].[Na+].C(OCC)(=O)C. (5) Given the product [C:21]([NH:20][C:18]1[S:19][C:15]2[C:14]3[N:10]([C:3]4[CH:4]=[CH:5][C:6]([N:8]([CH3:9])[C:38]([CH:35]5[CH2:36][CH2:37][N:32]([CH2:29][CH2:30][CH3:31])[CH2:33][CH2:34]5)=[O:39])=[CH:7][C:2]=4[Cl:1])[N:11]=[C:12]([CH:26]4[CH2:28][CH2:27]4)[C:13]=3[CH2:25][CH2:24][C:16]=2[N:17]=1)(=[O:23])[CH3:22], predict the reactants needed to synthesize it. The reactants are: [Cl:1][C:2]1[CH:7]=[C:6]([NH:8][CH3:9])[CH:5]=[CH:4][C:3]=1[N:10]1[C:14]2[C:15]3[S:19][C:18]([NH:20][C:21](=[O:23])[CH3:22])=[N:17][C:16]=3[CH2:24][CH2:25][C:13]=2[C:12]([CH:26]2[CH2:28][CH2:27]2)=[N:11]1.[CH2:29]([N:32]1[CH2:37][CH2:36][CH:35]([C:38](Cl)=[O:39])[CH2:34][CH2:33]1)[CH2:30][CH3:31]. (6) The reactants are: [Br:1][C:2]1[CH:7]=[CH:6][C:5]([C:8](=[N:22][O:23][CH2:24][CH3:25])[CH:9]2[CH2:14][CH2:13][N:12]([C:15]3([CH3:21])[CH2:20][CH2:19][NH:18][CH2:17][CH2:16]3)[CH2:11][CH2:10]2)=[CH:4][CH:3]=1.[CH3:26][N:27]1[C:35]2[C:30](=[CH:31][CH:32]=[CH:33][CH:34]=2)[C:29]([C:36](O)=[O:37])=[CH:28]1.CCN(CC)CC.CN(C(ON1N=NC2C=CC=NC1=2)=[N+](C)C)C.F[P-](F)(F)(F)(F)F. Given the product [Br:1][C:2]1[CH:7]=[CH:6][C:5]([C:8](=[N:22][O:23][CH2:24][CH3:25])[CH:9]2[CH2:10][CH2:11][N:12]([C:15]3([CH3:21])[CH2:20][CH2:19][N:18]([C:36]([C:29]4[C:30]5[C:35](=[CH:34][CH:33]=[CH:32][CH:31]=5)[N:27]([CH3:26])[CH:28]=4)=[O:37])[CH2:17][CH2:16]3)[CH2:13][CH2:14]2)=[CH:4][CH:3]=1, predict the reactants needed to synthesize it.